From a dataset of Catalyst prediction with 721,799 reactions and 888 catalyst types from USPTO. Predict which catalyst facilitates the given reaction. Product: [CH2:9]([C:3]1[CH2:1][N:19]([CH2:18][CH2:17][C:12]2[CH:13]=[CH:14][CH:15]=[CH:16][N:11]=2)[C:5](=[O:7])[CH:4]=1)[CH3:10]. The catalyst class is: 15. Reactant: [CH:1]([CH:3]([CH2:9][CH3:10])[CH2:4][C:5]([O:7]C)=O)=O.[N:11]1[CH:16]=[CH:15][CH:14]=[CH:13][C:12]=1[CH2:17][CH2:18][NH2:19].